Dataset: Full USPTO retrosynthesis dataset with 1.9M reactions from patents (1976-2016). Task: Predict the reactants needed to synthesize the given product. Given the product [OH:13][C:11]1[CH:10]=[C:9]2[C:4]([CH2:5][CH:6]([C:17]3[CH:18]=[CH:19][C:20]([OH:23])=[CH:21][CH:22]=3)[CH:7]3[CH2:16][CH2:15][CH2:14][CH:8]32)=[C:3]([CH2:2][C:24]#[N:25])[CH:12]=1, predict the reactants needed to synthesize it. The reactants are: Br[CH2:2][C:3]1[CH:12]=[C:11]([OH:13])[CH:10]=[C:9]2[C:4]=1[CH2:5][CH:6]([C:17]1[CH:22]=[CH:21][C:20]([OH:23])=[CH:19][CH:18]=1)[CH:7]1[CH2:16][CH2:15][CH2:14][CH:8]12.[C-:24]#[N:25].[K+].C1OCCOCCOCCOCCOCCOC1.